From a dataset of Reaction yield outcomes from USPTO patents with 853,638 reactions. Predict the reaction yield, written as a fraction of the theoretical maximum amount of product (1.0 means a 100% yield; for example, 0.34 means a 34% yield). The reactants are [OH:1][CH2:2][C:3]1[CH:18]=[CH:17][C:6]([CH2:7][NH:8][C:9]([C:11]2[CH:16]=[CH:15][CH:14]=[CH:13][N:12]=2)=[O:10])=[CH:5][CH:4]=1.CCN(CC)CC.[CH3:26][S:27](Cl)(=[O:29])=[O:28]. No catalyst specified. The product is [N:12]1[CH:13]=[CH:14][CH:15]=[CH:16][C:11]=1[C:9]([NH:8][CH2:7][C:6]1[CH:5]=[CH:4][C:3]([CH2:2][O:1][S:27]([CH3:26])(=[O:29])=[O:28])=[CH:18][CH:17]=1)=[O:10]. The yield is 0.810.